From a dataset of Full USPTO retrosynthesis dataset with 1.9M reactions from patents (1976-2016). Predict the reactants needed to synthesize the given product. (1) Given the product [CH2:1]([O:3][C:4](=[O:17])[NH:5][C:6]1[C:7]([O:15][CH3:16])=[CH:8][CH:9]=[CH:10][C:11]=1[NH2:12])[CH3:2], predict the reactants needed to synthesize it. The reactants are: [CH2:1]([O:3][C:4](=[O:17])[NH:5][C:6]1[C:11]([N+:12]([O-])=O)=[CH:10][CH:9]=[CH:8][C:7]=1[O:15][CH3:16])[CH3:2]. (2) Given the product [CH3:1][O:2][C:3](=[O:14])[C:4]1[CH:9]=[CH:8][C:7]([NH2:10])=[CH:6][C:5]=1[Br:13], predict the reactants needed to synthesize it. The reactants are: [CH3:1][O:2][C:3](=[O:14])[C:4]1[CH:9]=[CH:8][C:7]([N+:10]([O-])=O)=[CH:6][C:5]=1[Br:13].[Sn].Cl.